Dataset: Reaction yield outcomes from USPTO patents with 853,638 reactions. Task: Predict the reaction yield, written as a fraction of the theoretical maximum amount of product (1.0 means a 100% yield; for example, 0.34 means a 34% yield). (1) The reactants are Br[C:2]1[CH:3]=[CH:4][C:5]2[N:6]([N:8]=[CH:9][C:10]=2[C:11]([O:13]C)=[O:12])[CH:7]=1.C1C=CC(P(C2C(C3C(P(C4C=CC=CC=4)C4C=CC=CC=4)=CC=C4C=3C=CC=C4)=C3C(C=CC=C3)=CC=2)C2C=CC=CC=2)=CC=1.C(=O)([O-])[O-].[Cs+].[Cs+].[NH:67]1[CH2:72][CH2:71][O:70][CH2:69][CH2:68]1.[Li+].[OH-].C(O)(C(F)(F)F)=O. The catalyst is CO.C1COCC1.C([O-])(=O)C.[Pd+2].C([O-])(=O)C.C1(C)C=CC=CC=1. The product is [O:70]1[CH2:71][CH2:72][N:67]([C:2]2[CH:3]=[CH:4][C:5]3[N:6]([N:8]=[CH:9][C:10]=3[C:11]([OH:13])=[O:12])[CH:7]=2)[CH2:68][CH2:69]1. The yield is 0.240. (2) The reactants are Cl[C:2]1[C:8]2[CH:9]=[CH:10][CH:11]=[CH:12][C:7]=2[O:6][C:5]2[CH:13]=[CH:14][CH:15]=[CH:16][C:4]=2[N:3]=1. The catalyst is [Pd]. The product is [CH2:16]([C:2]1[C:8]2[CH:9]=[CH:10][CH:11]=[CH:12][C:7]=2[O:6][C:5]2[CH:13]=[CH:14][CH:15]=[CH:16][C:4]=2[N:3]=1)[CH2:4][CH2:5][CH3:13]. The yield is 0.300. (3) The reactants are [C:1]([O:20][CH2:21][CH2:22]CCCC(OC)=O)([C:14]1[CH:19]=[CH:18][CH:17]=[CH:16][CH:15]=1)([C:8]1[CH:13]=[CH:12][CH:11]=[CH:10][CH:9]=1)[C:2]1[CH:7]=[CH:6][CH:5]=[CH:4][CH:3]=1.C(Cl)(C1C=CC=CC=1)(C1C=CC=CC=1)C1C=CC=CC=1.[CH3:50][O:51][C:52](=[O:65])[CH2:53][CH2:54][CH2:55][CH2:56][CH2:57][CH2:58][CH2:59][CH2:60][CH2:61]CCO. The catalyst is N1C=CC=CC=1. The product is [CH3:50][O:51][C:52](=[O:65])[CH2:53][CH2:54][CH2:55][CH2:56][CH2:57][CH2:58][CH2:59][CH2:60][CH2:61][CH2:22][CH2:21][O:20][C:1]([C:14]1[CH:15]=[CH:16][CH:17]=[CH:18][CH:19]=1)([C:8]1[CH:13]=[CH:12][CH:11]=[CH:10][CH:9]=1)[C:2]1[CH:3]=[CH:4][CH:5]=[CH:6][CH:7]=1. The yield is 0.400. (4) The reactants are Br[C:2]1[C:3]2[O:12][CH:11]=[N:10][C:4]=2[C:5](=[O:9])[N:6]([CH3:8])[CH:7]=1.[CH:13]1([CH2:16][O:17][C:18]2[CH:23]=[CH:22][C:21]([S:24]([CH3:27])(=[O:26])=[O:25])=[CH:20][C:19]=2B2OC(C)(C)C(C)(C)O2)[CH2:15][CH2:14]1.[O-]P([O-])([O-])=O.[K+].[K+].[K+]. The catalyst is O1CCOCC1.O.C1C=CC(P(C2C=CC=CC=2)[C-]2C=CC=C2)=CC=1.C1C=CC(P(C2C=CC=CC=2)[C-]2C=CC=C2)=CC=1.Cl[Pd]Cl.[Fe+2]. The product is [CH:13]1([CH2:16][O:17][C:18]2[CH:23]=[CH:22][C:21]([S:24]([CH3:27])(=[O:26])=[O:25])=[CH:20][C:19]=2[C:2]2[C:3]3[O:12][CH:11]=[N:10][C:4]=3[C:5](=[O:9])[N:6]([CH3:8])[CH:7]=2)[CH2:14][CH2:15]1. The yield is 0.200. (5) The reactants are [Cl:1][C:2]1[CH:3]=[CH:4][C:5]([F:9])=[C:6]([CH:8]=1)[NH2:7].[N:10]([O-])=O.[Na+].[Sn](Cl)Cl. The catalyst is O.Cl. The product is [Cl:1][C:2]1[CH:3]=[CH:4][C:5]([F:9])=[C:6]([NH:7][NH2:10])[CH:8]=1. The yield is 0.830. (6) The reactants are [C:1]([O:5][C:6]([NH:8][CH2:9][CH2:10][CH2:11][N:12]1[C:21]2[C:22]3[CH:23]=[CH:24][CH:25]=[CH:26][C:27]=3[C:28](=[O:29])[C:20]=2[C:19]2[C:14](=[CH:15][C:16]([NH:30][CH2:31][C:32]([O:34]CC)=[O:33])=[CH:17][CH:18]=2)[C:13]1=[O:37])=[O:7])([CH3:4])([CH3:3])[CH3:2].[OH-].[Na+]. The catalyst is CO.C1COCC1. The product is [C:1]([O:5][C:6]([NH:8][CH2:9][CH2:10][CH2:11][N:12]1[C:21]2[C:22]3[CH:23]=[CH:24][CH:25]=[CH:26][C:27]=3[C:28](=[O:29])[C:20]=2[C:19]2[C:14](=[CH:15][C:16]([NH:30][CH2:31][C:32]([OH:34])=[O:33])=[CH:17][CH:18]=2)[C:13]1=[O:37])=[O:7])([CH3:4])([CH3:2])[CH3:3]. The yield is 0.800. (7) The reactants are C(OC(N[C@@H](C(C)C)C(O)=O)=O)(C)(C)C.C(OC(NC(C(C)(C)C)C(O)=O)=O)(C)(C)C.[NH2:32][C@@H:33]1[C:41]2[C:36](=[CH:37][CH:38]=[CH:39][CH:40]=2)[CH2:35][CH2:34]1.C(OC(=O)NC(C(=O)NC1C2C(=CC=CC=2)CC1O)C(C)(C)C)(C)(C)C.ClNC(=O)[O-].C([O:75][C:76]([C:78]1([NH:83][C:84]([CH:86]2[CH2:90][CH:89]([O:91][C:92]3[C:101]4[C:96](=[CH:97][C:98]([O:102][CH3:103])=[CH:99][CH:100]=4)[N:95]=[C:94]([C:104]4[CH:109]=[CH:108][CH:107]=[CH:106][CH:105]=4)[CH:93]=3)[CH2:88][N:87]2[C:110](=[O:130])[NH:111][CH:112]([C:117](=[O:129])NC2C3C(=CC=CC=3)CC2O)[C:113](C)([CH3:115])[CH3:114])=[O:85])[CH2:80][CH:79]1[CH:81]=[CH2:82])=[O:77])C. No catalyst specified. The product is [C@@H:33]1([NH:32][C:117]([C@@H:112]([NH:111][C:110]([N:87]2[CH2:88][C@H:89]([O:91][C:92]3[C:101]4[C:96](=[CH:97][C:98]([O:102][CH3:103])=[CH:99][CH:100]=4)[N:95]=[C:94]([C:104]4[CH:105]=[CH:106][CH:107]=[CH:108][CH:109]=4)[CH:93]=3)[CH2:90][C@H:86]2[C:84]([NH:83][C@:78]2([C:76]([OH:77])=[O:75])[CH2:80][C@H:79]2[CH:81]=[CH2:82])=[O:85])=[O:130])[CH:113]([CH3:115])[CH3:114])=[O:129])[C:41]2[C:36](=[CH:37][CH:38]=[CH:39][CH:40]=2)[CH2:35][CH2:34]1. The yield is 0.490.